Dataset: NCI-60 drug combinations with 297,098 pairs across 59 cell lines. Task: Regression. Given two drug SMILES strings and cell line genomic features, predict the synergy score measuring deviation from expected non-interaction effect. (1) Synergy scores: CSS=11.4, Synergy_ZIP=-3.60, Synergy_Bliss=-0.238, Synergy_Loewe=0.434, Synergy_HSA=1.20. Cell line: OVCAR-4. Drug 2: C1=C(C(=O)NC(=O)N1)N(CCCl)CCCl. Drug 1: CC(CN1CC(=O)NC(=O)C1)N2CC(=O)NC(=O)C2. (2) Synergy scores: CSS=-1.48, Synergy_ZIP=-0.275, Synergy_Bliss=-0.549, Synergy_Loewe=-3.25, Synergy_HSA=-3.68. Drug 2: C1=CC=C(C(=C1)C(C2=CC=C(C=C2)Cl)C(Cl)Cl)Cl. Drug 1: COC1=NC(=NC2=C1N=CN2C3C(C(C(O3)CO)O)O)N. Cell line: NCI-H226. (3) Drug 1: C1=C(C(=O)NC(=O)N1)F. Drug 2: C1=NC2=C(N=C(N=C2N1C3C(C(C(O3)CO)O)F)Cl)N. Cell line: M14. Synergy scores: CSS=48.5, Synergy_ZIP=-6.76, Synergy_Bliss=-2.80, Synergy_Loewe=-2.59, Synergy_HSA=1.33.